Dataset: Reaction yield outcomes from USPTO patents with 853,638 reactions. Task: Predict the reaction yield, written as a fraction of the theoretical maximum amount of product (1.0 means a 100% yield; for example, 0.34 means a 34% yield). (1) The reactants are [CH3:1][C:2]1[C:3](=[O:10])[N:4]=[C:5](SC)[NH:6][CH:7]=1.[Cl:11][C:12]1[CH:27]=[CH:26][C:15]([O:16][C:17]2[CH:22]=[CH:21][C:20]([CH2:23][CH2:24][NH2:25])=[CH:19][CH:18]=2)=[CH:14][C:13]=1[C:28]([F:31])([F:30])[F:29]. The catalyst is C(O)C. The product is [Cl:11][C:12]1[CH:27]=[CH:26][C:15]([O:16][C:17]2[CH:22]=[CH:21][C:20]([CH2:23][CH2:24][NH:25][C:5]3[NH:6][CH:7]=[C:2]([CH3:1])[C:3](=[O:10])[N:4]=3)=[CH:19][CH:18]=2)=[CH:14][C:13]=1[C:28]([F:29])([F:30])[F:31]. The yield is 0.339. (2) The reactants are O[C:2]1[C:11]2[C:6](=[CH:7][CH:8]=[CH:9][N:10]=2)[N:5]=[CH:4][C:3]=1[C:12]#[N:13].O=P(Cl)(Cl)[Cl:16]. No catalyst specified. The product is [Cl:16][C:2]1[C:11]2[C:6](=[CH:7][CH:8]=[CH:9][N:10]=2)[N:5]=[CH:4][C:3]=1[C:12]#[N:13]. The yield is 0.285. (3) The reactants are [O:1]1[CH:5]=[CH:4][CH:3]=[C:2]1[C:6]1[N:11]=[C:10]2[NH:12][N:13]=[C:14]([NH2:15])[C:9]2=[CH:8][C:7]=1[C:16]1[CH:21]=[CH:20][N:19]=[CH:18][N:17]=1.[C:22](OC(=O)C)(=[O:24])[CH3:23].O. The catalyst is N1C=CC=CC=1. The product is [O:1]1[CH:5]=[CH:4][CH:3]=[C:2]1[C:6]1[N:11]=[C:10]2[NH:12][N:13]=[C:14]([NH:15][C:22](=[O:24])[CH3:23])[C:9]2=[CH:8][C:7]=1[C:16]1[CH:21]=[CH:20][N:19]=[CH:18][N:17]=1. The yield is 0.720. (4) The reactants are [CH3:1][O:2][C:3](=[O:55])[CH2:4][NH:5][C:6](=[O:54])[C@H:7]([NH:11][C:12](=[O:53])[C@H:13](NC(OCC1C2C=CC=CC=2C2C1=CC=CC=2)=O)[CH2:14][S:15][C:16]([C:29]1[CH:34]=[CH:33][CH:32]=[CH:31][CH:30]=1)([C:23]1[CH:28]=[CH:27][CH:26]=[CH:25][CH:24]=1)[C:17]1[CH:22]=[CH:21][CH:20]=[CH:19][CH:18]=1)[CH:8]([CH3:10])[CH3:9].[NH:56](CC)CC.[C:61]([NH:78][C@@H:79]([C:81](O)=[O:82])[CH3:80])([O:63][CH2:64][CH:65]1[C:77]2[C:72](=[CH:73][CH:74]=[CH:75][CH:76]=2)[C:71]2[C:66]1=[CH:67][CH:68]=[CH:69][CH:70]=2)=[O:62].CCN=C=NCCCN(C)C.Cl.C1C=CC2N(O)N=NC=2C=1.CCN(C(C)C)C(C)C. The catalyst is CC#N.CCCCCCC. The product is [CH3:1][O:2][C:3](=[O:55])[CH2:4][NH:5][C:6](=[O:54])[C@H:7]([NH:11][C:12](=[O:53])[C@H:13]([NH:56][C:81](=[O:82])[C@H:79]([NH:78][C:61]([O:63][CH2:64][CH:65]1[C:66]2[CH:71]=[CH:70][CH:69]=[CH:68][C:67]=2[C:76]2[C:77]1=[CH:72][CH:73]=[CH:74][CH:75]=2)=[O:62])[CH3:80])[CH2:14][S:15][C:16]([C:29]1[CH:34]=[CH:33][CH:32]=[CH:31][CH:30]=1)([C:17]1[CH:18]=[CH:19][CH:20]=[CH:21][CH:22]=1)[C:23]1[CH:24]=[CH:25][CH:26]=[CH:27][CH:28]=1)[CH:8]([CH3:10])[CH3:9]. The yield is 0.810. (5) The product is [Cl:26][C:5]1[C:6]([C:8]2[C:16]3[C:11](=[CH:12][CH:13]=[CH:14][CH:15]=3)[N:10]([S:17]([C:20]3[CH:21]=[CH:22][CH:23]=[CH:24][CH:25]=3)(=[O:18])=[O:19])[CH:9]=2)=[N:7][C:2]([NH:41][CH2:40][CH:36]2[CH2:37][CH2:38][CH2:39][N:34]([C:27]([O:29][C:30]([CH3:33])([CH3:32])[CH3:31])=[O:28])[CH2:35]2)=[N:3][CH:4]=1. The catalyst is CN1C(=O)CCC1.CCOC(C)=O. The reactants are Cl[C:2]1[N:7]=[C:6]([C:8]2[C:16]3[C:11](=[CH:12][CH:13]=[CH:14][CH:15]=3)[N:10]([S:17]([C:20]3[CH:25]=[CH:24][CH:23]=[CH:22][CH:21]=3)(=[O:19])=[O:18])[CH:9]=2)[C:5]([Cl:26])=[CH:4][N:3]=1.[C:27]([N:34]1[CH2:39][CH2:38][CH2:37][CH:36]([CH2:40][NH2:41])[CH2:35]1)([O:29][C:30]([CH3:33])([CH3:32])[CH3:31])=[O:28].C(N(C(C)C)CC)(C)C. The yield is 0.850. (6) The reactants are [CH2:1]=[C:2]([C:4]1[CH:5]=[CH:6][C:7]([C:10]([O:12][CH2:13][CH3:14])=[O:11])=[N:8][CH:9]=1)[CH3:3].[H][H]. The catalyst is C(O)C.[Pd]. The product is [CH:2]([C:4]1[CH:5]=[CH:6][C:7]([C:10]([O:12][CH2:13][CH3:14])=[O:11])=[N:8][CH:9]=1)([CH3:3])[CH3:1]. The yield is 0.950. (7) The reactants are Br[CH2:2][CH:3]1[CH2:7][C:6]2[CH:8]=[C:9]([F:20])[CH:10]=[C:11]([C:12]3[CH:17]=[C:16]([Cl:18])[CH:15]=[CH:14][C:13]=3[CH3:19])[C:5]=2[O:4]1.[N:21](CC1CC2C=C(Cl)C=C(C3C=CSC=3)C=2O1)=[N+:22]=[N-:23]. No catalyst specified. The product is [N:21]([CH2:2][C@H:3]1[CH2:7][C:6]2[CH:8]=[C:9]([F:20])[CH:10]=[C:11]([C:12]3[CH:17]=[C:16]([Cl:18])[CH:15]=[CH:14][C:13]=3[CH3:19])[C:5]=2[O:4]1)=[N+:22]=[N-:23]. The yield is 0.850. (8) The reactants are [NH2:1][C@@H:2]([C:6]([OH:8])=[O:7])[C@H:3]([CH3:5])[OH:4].C([O-])(O)=O.[Na+].C(=O)([O-])OC1C(CCOCCC2C=CC=CC=2)=CC=CN=1.[CH2:35]([O:43][CH2:44][CH2:45][O:46][C:47](N1C=CC=CC1=O)=[O:48])[CH2:36][C:37]1[CH:42]=[CH:41][CH:40]=[CH:39][CH:38]=1. The catalyst is O.C1COCC1. The product is [OH:4][C@@H:3]([CH3:5])[C@@H:2]([NH:1][C:47]([O:46][CH2:45][CH2:44][O:43][CH2:35][CH2:36][C:37]1[CH:38]=[CH:39][CH:40]=[CH:41][CH:42]=1)=[O:48])[C:6]([OH:8])=[O:7]. The yield is 0.940. (9) The reactants are [CH3:1][O:2][C:3]1[CH:4]=[C:5]2[C:10](=[CH:11][C:12]=1[O:13][CH3:14])[N:9]=[CH:8][CH:7]=[C:6]2[O:15][C:16]1[CH:22]=[CH:21][C:19]([NH2:20])=[C:18]([CH3:23])[C:17]=1[CH3:24].Cl[C:26](Cl)([O:28][C:29](=[O:35])OC(Cl)(Cl)Cl)Cl.C[C:38]1[CH:43]=[CH:42][CH:41]=[C:40]([CH3:44])[C:39]=1O.C(=O)(O)[O-].[Na+]. The catalyst is C(Cl)Cl.C(N(CC)CC)C.C1(C)C=CC=CC=1. The product is [CH3:1][O:2][C:3]1[CH:4]=[C:5]2[C:10](=[CH:11][C:12]=1[O:13][CH3:14])[N:9]=[CH:8][CH:7]=[C:6]2[O:15][C:16]1[CH:22]=[CH:21][C:19]([NH:20][C:29](=[O:35])[O:28][C:26]2[C:42]([CH3:41])=[CH:43][CH:38]=[CH:39][C:40]=2[CH3:44])=[C:18]([CH3:23])[C:17]=1[CH3:24]. The yield is 0.890. (10) The reactants are Cl[C:2]1[C:3]([NH:12][S:13]([C:16]2[CH:21]=[CH:20][CH:19]=[C:18]([F:22])[CH:17]=2)(=[O:15])=[O:14])=[N:4][C:5]2[C:10]([N:11]=1)=[CH:9][CH:8]=[CH:7][CH:6]=2.[CH3:23][O:24][C:25]1[CH:31]=[CH:30][C:29]([O:32][CH3:33])=[CH:28][C:26]=1[NH2:27]. The catalyst is CCO. The product is [CH3:23][O:24][C:25]1[CH:31]=[CH:30][C:29]([O:32][CH3:33])=[CH:28][C:26]=1[NH:27][C:2]1[C:3]([NH:12][S:13]([C:16]2[CH:21]=[CH:20][CH:19]=[C:18]([F:22])[CH:17]=2)(=[O:15])=[O:14])=[N:4][C:5]2[C:10]([N:11]=1)=[CH:9][CH:8]=[CH:7][CH:6]=2. The yield is 0.970.